Dataset: NCI-60 drug combinations with 297,098 pairs across 59 cell lines. Task: Regression. Given two drug SMILES strings and cell line genomic features, predict the synergy score measuring deviation from expected non-interaction effect. Drug 1: CC1=CC2C(CCC3(C2CCC3(C(=O)C)OC(=O)C)C)C4(C1=CC(=O)CC4)C. Drug 2: C1=NC2=C(N1)C(=S)N=CN2. Cell line: TK-10. Synergy scores: CSS=-3.17, Synergy_ZIP=-12.7, Synergy_Bliss=-29.7, Synergy_Loewe=-78.6, Synergy_HSA=-33.0.